Dataset: Forward reaction prediction with 1.9M reactions from USPTO patents (1976-2016). Task: Predict the product of the given reaction. (1) Given the reactants [Cl:1][C:2]1[CH:7]=[C:6]([Cl:8])[N:5]=[C:4]([NH2:9])[N:3]=1.N1C=CC=CC=1.[F:16][C:17]([F:28])([F:27])[C:18](O[C:18](=[O:19])[C:17]([F:28])([F:27])[F:16])=[O:19], predict the reaction product. The product is: [Cl:1][C:2]1[CH:7]=[C:6]([Cl:8])[N:5]=[C:4]([NH:9][C:18](=[O:19])[C:17]([F:28])([F:27])[F:16])[N:3]=1. (2) Given the reactants [Br:1][C:2]1[C:3]([CH3:15])=[C:4]([Cl:14])[CH:5]=[C:6]([CH:11](Cl)[CH3:12])[C:7]=1[O:8][CH2:9][CH3:10].[CH3:16][C:17]1[C:25]2[C:20](=[N:21][CH:22]=[N:23][C:24]=2[NH2:26])[NH:19][N:18]=1.[I-].[K+].C(=O)([O-])[O-].[Cs+].[Cs+], predict the reaction product. The product is: [Br:1][C:2]1[C:7]([O:8][CH2:9][CH3:10])=[C:6]([CH:11]([N:19]2[C:20]3=[N:21][CH:22]=[N:23][C:24]([NH2:26])=[C:25]3[C:17]([CH3:16])=[N:18]2)[CH3:12])[CH:5]=[C:4]([Cl:14])[C:3]=1[CH3:15]. (3) Given the reactants C(OC([N:8]1[CH2:13][CH2:12][CH:11]([C:14]2[CH:19]=[C:18]([O:20][CH3:21])[CH:17]=[CH:16][C:15]=2[Br:22])[CH2:10][CH2:9]1)=O)(C)(C)C.FC(F)(F)C(O)=O, predict the reaction product. The product is: [Br:22][C:15]1[CH:16]=[CH:17][C:18]([O:20][CH3:21])=[CH:19][C:14]=1[CH:11]1[CH2:10][CH2:9][NH:8][CH2:13][CH2:12]1. (4) Given the reactants [F:1][C@H:2]1[C@@H:7]([O:8][C:9]2[CH:16]=[CH:15][C:14]([C:17]3[N:22]=[C:21]([NH:23][C:24]4[CH:29]=[CH:28][C:27]([C@H:30]5[CH2:34][CH2:33][CH2:32][NH:31]5)=[CH:26][CH:25]=4)[N:20]=[CH:19][N:18]=3)=[CH:13][C:10]=2[C:11]#[N:12])[CH2:6][CH2:5][N:4]([C:35](=[O:39])[C@@H:36]([OH:38])[CH3:37])[CH2:3]1.[O:40]1[CH2:43][C:42](=O)[CH2:41]1.[BH3-]C#N.[Na+].C([O-])(O)=O.[Na+], predict the reaction product. The product is: [F:1][C@H:2]1[C@@H:7]([O:8][C:9]2[CH:16]=[CH:15][C:14]([C:17]3[N:22]=[C:21]([NH:23][C:24]4[CH:25]=[CH:26][C:27]([C@H:30]5[CH2:34][CH2:33][CH2:32][N:31]5[CH:42]5[CH2:43][O:40][CH2:41]5)=[CH:28][CH:29]=4)[N:20]=[CH:19][N:18]=3)=[CH:13][C:10]=2[C:11]#[N:12])[CH2:6][CH2:5][N:4]([C:35](=[O:39])[C@@H:36]([OH:38])[CH3:37])[CH2:3]1. (5) The product is: [Cl:13][C:5]1[N:6]([CH2:11][CH3:12])[C:7]2[C:3]([N:4]=1)=[C:2]([NH:14][C@H:15]1[CH2:19][CH2:18][N:17]([C:20]([CH:22]3[CH2:23][CH2:24]3)=[O:21])[CH2:16]1)[N:10]=[CH:9][N:8]=2. Given the reactants Cl[C:2]1[N:10]=[CH:9][N:8]=[C:7]2[C:3]=1[N:4]=[C:5]([Cl:13])[N:6]2[CH2:11][CH3:12].[NH2:14][C@H:15]1[CH2:19][CH2:18][N:17]([C:20]([CH:22]2[CH2:24][CH2:23]2)=[O:21])[CH2:16]1.CCN(C(C)C)C(C)C, predict the reaction product. (6) The product is: [OH:35][CH2:34][C@H:32]1[CH2:31][O:30][CH2:29][C@@H:28]([C:22]2[CH:21]=[C:20]([F:19])[C:25]([F:26])=[C:24]([F:27])[CH:23]=2)[N:33]1[C:2]([O:4][CH2:5][CH:6]1[C:18]2[CH:17]=[CH:16][CH:15]=[CH:14][C:13]=2[C:12]2[C:7]1=[CH:8][CH:9]=[CH:10][CH:11]=2)=[O:3]. Given the reactants Cl[C:2]([O:4][CH2:5][CH:6]1[C:18]2[CH:17]=[CH:16][CH:15]=[CH:14][C:13]=2[C:12]2[C:7]1=[CH:8][CH:9]=[CH:10][CH:11]=2)=[O:3].[F:19][C:20]1[CH:21]=[C:22]([C@H:28]2[NH:33][C@@H:32]([CH2:34][OH:35])[CH2:31][O:30][CH2:29]2)[CH:23]=[C:24]([F:27])[C:25]=1[F:26].C(=O)(O)[O-].[Na+].[Cl-].[NH4+], predict the reaction product. (7) Given the reactants [Br:1][C:2]1[CH:11]=[C:10]([C:12](OC)=[O:13])[CH:9]=[C:8]2[C:3]=1[CH2:4][N:5]([CH2:25][C:26]1[CH:31]=[CH:30][C:29]([O:32][CH3:33])=[CH:28][CH:27]=1)[C:6](=[O:24])[N:7]2[C:16]1[C:21]([Cl:22])=[CH:20][CH:19]=[CH:18][C:17]=1[Cl:23].[H-].[Al+3].[Li+].[H-].[H-].[H-], predict the reaction product. The product is: [Br:1][C:2]1[CH:11]=[C:10]([CH2:12][OH:13])[CH:9]=[C:8]2[C:3]=1[CH2:4][N:5]([CH2:25][C:26]1[CH:27]=[CH:28][C:29]([O:32][CH3:33])=[CH:30][CH:31]=1)[C:6](=[O:24])[N:7]2[C:16]1[C:17]([Cl:23])=[CH:18][CH:19]=[CH:20][C:21]=1[Cl:22].